Dataset: Forward reaction prediction with 1.9M reactions from USPTO patents (1976-2016). Task: Predict the product of the given reaction. (1) The product is: [OH:20][C@@H:21]1[CH2:26][CH2:25][CH2:24][CH2:23][C@H:22]1[NH:27][C:3]1[S:4]/[C:5](=[CH:9]\[C:10]2[CH:11]=[C:12]3[C:17](=[CH:18][CH:19]=2)[N:16]=[CH:15][CH:14]=[CH:13]3)/[C:6](=[O:8])[N:7]=1. Given the reactants CS[C:3]1[S:4]/[C:5](=[CH:9]\[C:10]2[CH:11]=[C:12]3[C:17](=[CH:18][CH:19]=2)[N:16]=[CH:15][CH:14]=[CH:13]3)/[C:6](=[O:8])[N:7]=1.[OH:20][C@@H:21]1[CH2:26][CH2:25][CH2:24][CH2:23][C@H:22]1[NH2:27].CCN(C(C)C)C(C)C, predict the reaction product. (2) Given the reactants [CH2:1]([O:8][C:9]([NH:11][CH2:12][CH2:13][CH2:14][CH2:15][CH2:16][NH:17][C:18](=[O:46])[CH2:19][CH:20]1[CH2:25][NH:24][C@H:23]([C:26]([N:28]2[CH2:32][CH2:31][CH:30]([C:33]3[CH:38]=[CH:37][CH:36]=[CH:35][CH:34]=3)[CH2:29]2)=[O:27])[C@@H:22]([C:39]([O:41]C(C)(C)C)=[O:40])[CH2:21]1)=[O:10])[C:2]1[CH:7]=[CH:6][CH:5]=[CH:4][CH:3]=1.O.FC(F)(F)C(O)=O, predict the reaction product. The product is: [CH2:1]([O:8][C:9]([NH:11][CH2:12][CH2:13][CH2:14][CH2:15][CH2:16][NH:17][C:18](=[O:46])[CH2:19][CH:20]1[CH2:25][NH:24][C@H:23]([C:26]([N:28]2[CH2:32][CH2:31][CH:30]([C:33]3[CH:34]=[CH:35][CH:36]=[CH:37][CH:38]=3)[CH2:29]2)=[O:27])[C@@H:22]([C:39]([OH:41])=[O:40])[CH2:21]1)=[O:10])[C:2]1[CH:7]=[CH:6][CH:5]=[CH:4][CH:3]=1.